Task: Binary Classification. Given a drug SMILES string, predict its activity (active/inactive) in a high-throughput screening assay against a specified biological target.. Dataset: Orexin1 receptor HTS with 218,158 compounds and 233 confirmed actives (1) The compound is Clc1ncccc1NC(=O)c1ccc(oc1)=O. The result is 0 (inactive). (2) The molecule is S(CC(=O)c1cc2OCCOc2cc1)CCC(O)=O. The result is 0 (inactive). (3) The compound is O=c1n2C(Cc3c(c2nc2c1cccc2)cc(OC)c(OC)c3)(C)C. The result is 0 (inactive).